This data is from Cav3 T-type calcium channel HTS with 100,875 compounds. The task is: Binary Classification. Given a drug SMILES string, predict its activity (active/inactive) in a high-throughput screening assay against a specified biological target. (1) The drug is Brc1oc(c2sc3n(n2)c(nn3)c2c(Cl)cccc2)cc1. The result is 0 (inactive). (2) The drug is O=C(N1CCCC1)C1(NC(=O)NCc2ccccc2)CCCCC1. The result is 0 (inactive). (3) The drug is FC(F)(F)c1c(NC(=O)CN2C3CC(NC(=O)c4occc4)CC2CCC3)cccc1. The result is 0 (inactive). (4) The compound is O=c1n(nc2c(n(c3c2cccc3)C)c1)c1ccccc1. The result is 0 (inactive). (5) The molecule is O1C(Cc2c(C1)c(nc(NCC1OCCC1)c2C#N)c1occc1)(C)C. The result is 0 (inactive). (6) The drug is Clc1cc(c(NC(=O)c2occc2)cc1)C(=O)Nc1ccncc1. The result is 0 (inactive). (7) The molecule is s1c(COCC(O)CNCc2ccc(OC)cc2)ccc1. The result is 0 (inactive).